Predict the reaction yield, written as a fraction of the theoretical maximum amount of product (1.0 means a 100% yield; for example, 0.34 means a 34% yield). From a dataset of Reaction yield outcomes from USPTO patents with 853,638 reactions. (1) The reactants are [C:1]([O-:8])(=[O:7])/[CH:2]=[CH:3]/[CH:4]=[CH:5]/[CH3:6].[K+].Br[CH:11]([C:13]1[O:14][C:15](=[O:20])[C:16]([CH3:19])([CH3:18])[N:17]=1)[CH3:12]. The catalyst is CN(C=O)C. The yield is 0.950. The product is [CH3:18][C:16]1([CH3:19])[C:15](=[O:20])[O:14][C:13]([CH:11]([O:7][C:1](=[O:8])[CH:2]=[CH:3][CH:4]=[CH:5][CH3:6])[CH3:12])=[N:17]1. (2) The reactants are [C:1]([C:3]1[C:4]([NH:25][CH:26]2[CH2:31][CH2:30][CH2:29][CH2:28][CH2:27]2)=[N:5][C:6]([NH:9][C:10]2[CH:15]=[CH:14][C:13]([S:16]([CH3:24])(=[N:18][C:19]([O:21][CH2:22][CH3:23])=[O:20])=[O:17])=[CH:12][CH:11]=2)=[N:7][CH:8]=1)#[N:2].[N-:32]=[N+:33]=[N-:34].[Na+].[Cl-].[NH4+]. The catalyst is CN(C=O)C. The product is [CH:26]1([NH:25][C:4]2[C:3]([C:1]3[N:32]=[N:33][NH:34][N:2]=3)=[CH:8][N:7]=[C:6]([NH:9][C:10]3[CH:15]=[CH:14][C:13]([S:16]([CH3:24])(=[N:18][C:19]([O:21][CH2:22][CH3:23])=[O:20])=[O:17])=[CH:12][CH:11]=3)[N:5]=2)[CH2:31][CH2:30][CH2:29][CH2:28][CH2:27]1. The yield is 0.530. (3) The reactants are C[O:2][C:3]([C:5]1[C:10]([S:11][CH2:12][C:13]2[CH:18]=[CH:17][N:16]=[CH:15][CH:14]=2)=[N:9][CH:8]=[CH:7][N:6]=1)=[O:4].[OH-].[Na+]. The catalyst is CO. The product is [N:16]1[CH:17]=[CH:18][C:13]([CH2:12][S:11][C:10]2[C:5]([C:3]([OH:4])=[O:2])=[N:6][CH:7]=[CH:8][N:9]=2)=[CH:14][CH:15]=1. The yield is 0.850. (4) The reactants are [Br:1][C:2]1[C:10]2[N:9]=[C:8]([CH2:11][F:12])[NH:7][C:6]=2[CH:5]=[C:4]([N+:13]([O-:15])=[O:14])[CH:3]=1.Br[CH2:17][C:18]1[CH:23]=[CH:22][CH:21]=[C:20]([Cl:24])[C:19]=1[CH3:25].C(=O)([O-])[O-].[K+].[K+].O. The yield is 0.272. The catalyst is CN(C)C=O. The product is [Br:1][C:2]1[C:10]2[N:9]=[C:8]([CH2:11][F:12])[N:7]([CH2:17][C:18]3[CH:23]=[CH:22][CH:21]=[C:20]([Cl:24])[C:19]=3[CH3:25])[C:6]=2[CH:5]=[C:4]([N+:13]([O-:15])=[O:14])[CH:3]=1.